The task is: Predict the product of the given reaction.. This data is from Forward reaction prediction with 1.9M reactions from USPTO patents (1976-2016). (1) Given the reactants Cl[C:2]1[C:11]2[C:6](=[CH:7][N:8]=[C:9]([F:12])[CH:10]=2)[N:5]=[CH:4][C:3]=1[C:13]#[N:14].[O:15]([C:22]1[CH:23]=[C:24]([CH:26]=[CH:27][CH:28]=1)[NH2:25])[C:16]1[CH:21]=[CH:20][CH:19]=[CH:18][CH:17]=1.CCOC(C)=O.ClC1C2C(=NC=CC=2)N=CC=1, predict the reaction product. The product is: [F:12][C:9]1[CH:10]=[C:11]2[C:6](=[CH:7][N:8]=1)[N:5]=[CH:4][C:3]([C:13]#[N:14])=[C:2]2[NH:25][C:24]1[CH:26]=[CH:27][CH:28]=[C:22]([O:15][C:16]2[CH:17]=[CH:18][CH:19]=[CH:20][CH:21]=2)[CH:23]=1. (2) The product is: [F:35][C:2]([F:1])([F:34])[C:3]([C:12]1[CH:13]=[C:14]([CH:15]=[CH:16][C:17]=1[Sn:18]([CH2:23][CH2:24][CH2:25][CH3:26])([CH2:27][CH2:28][CH2:29][CH3:30])[CH2:19][CH2:20][CH2:21][CH3:22])[CH2:31][N:32]([CH3:33])[C:39](=[O:40])[CH2:38][CH2:37][C:36]([OH:41])=[O:42])([O:8][CH2:9][O:10][CH3:11])[C:4]([F:7])([F:6])[F:5]. Given the reactants [F:1][C:2]([F:35])([F:34])[C:3]([C:12]1[CH:13]=[C:14]([CH2:31][NH:32][CH3:33])[CH:15]=[CH:16][C:17]=1[Sn:18]([CH2:27][CH2:28][CH2:29][CH3:30])([CH2:23][CH2:24][CH2:25][CH3:26])[CH2:19][CH2:20][CH2:21][CH3:22])([O:8][CH2:9][O:10][CH3:11])[C:4]([F:7])([F:6])[F:5].[C:36]1(=[O:42])[O:41][C:39](=[O:40])[CH2:38][CH2:37]1, predict the reaction product. (3) Given the reactants [F:1][C:2]1[CH:10]=[CH:9][C:8]2[NH:7][C:6]3[CH:11]4[CH2:17][CH2:16][N:14]([CH2:15][C:5]=3[C:4]=2[CH:3]=1)[CH2:13][CH2:12]4.Br[C:19]1[CH:20]=[N:21][CH:22]=[CH:23][CH:24]=1.C([O-])([O-])=O.[K+].[K+].CNCCNC, predict the reaction product. The product is: [F:1][C:2]1[CH:10]=[CH:9][C:8]2[N:7]([C:19]3[CH:20]=[N:21][CH:22]=[CH:23][CH:24]=3)[C:6]3[CH:11]4[CH2:12][CH2:13][N:14]([CH2:15][C:5]=3[C:4]=2[CH:3]=1)[CH2:16][CH2:17]4.